This data is from Catalyst prediction with 721,799 reactions and 888 catalyst types from USPTO. The task is: Predict which catalyst facilitates the given reaction. (1) Reactant: [H-].[Na+].[CH:3]1[C:15]2[NH:14][C:13]3[C:8](=[CH:9][CH:10]=[CH:11][CH:12]=3)[C:7]=2[CH:6]=[CH:5][CH:4]=1.[H][H].Cl.[CH3:19][N:20]([CH3:25])[CH2:21][CH2:22][CH2:23]Cl. Product: [CH3:19][N:20]([CH3:25])[CH2:21][CH2:22][CH2:23][N:14]1[C:13]2[CH:12]=[CH:11][CH:10]=[CH:9][C:8]=2[C:7]2[C:15]1=[CH:3][CH:4]=[CH:5][CH:6]=2. The catalyst class is: 18. (2) Reactant: [Cl:1][C:2]1[CH:7]=[C:6]([Cl:8])[CH:5]=[CH:4][C:3]=1[CH2:9][NH:10][C@H:11]1[CH2:15][CH2:14][N:13]([C:16]([O:18][C:19]([CH3:22])([CH3:21])[CH3:20])=[O:17])[CH2:12]1.C(N(CC)CC)C.[F:30][C:31]([F:42])([F:41])[C:32](O[C:32](=[O:33])[C:31]([F:42])([F:41])[F:30])=[O:33]. Product: [Cl:1][C:2]1[CH:7]=[C:6]([Cl:8])[CH:5]=[CH:4][C:3]=1[CH2:9][N:10]([C:32](=[O:33])[C:31]([F:42])([F:41])[F:30])[C@H:11]1[CH2:15][CH2:14][N:13]([C:16]([O:18][C:19]([CH3:22])([CH3:21])[CH3:20])=[O:17])[CH2:12]1. The catalyst class is: 154. (3) Reactant: [Cl:1][C:2]1[CH:3]=[C:4]([C:9]2[N:14]=[C:13]([CH2:15][CH:16]3[CH2:18][CH2:17]3)[N:12]=[C:11](Cl)[C:10]=2[C:20]#[N:21])[CH:5]=[CH:6][C:7]=1[Cl:8].[SH:22][CH2:23][C:24]([NH2:26])=[O:25]. Product: [Cl:1][C:2]1[CH:3]=[C:4]([C:9]2[N:14]=[C:13]([CH2:15][CH:16]3[CH2:18][CH2:17]3)[N:12]=[C:11]([S:22][CH2:23][C:24]([NH2:26])=[O:25])[C:10]=2[C:20]#[N:21])[CH:5]=[CH:6][C:7]=1[Cl:8]. The catalyst class is: 429. (4) Reactant: [O:1]=[C:2]1[C@@H:8]([NH:9]C(=O)OC(C)(C)C)[CH2:7][CH:6]=[CH:5][CH2:4][N:3]1[C:17]1[CH:22]=[CH:21][CH:20]=[CH:19][CH:18]=1.[C:23]([OH:29])([C:25]([F:28])([F:27])[F:26])=[O:24]. Product: [NH2:9][C@H:8]1[CH2:7][CH:6]=[CH:5][CH2:4][N:3]([C:17]2[CH:22]=[CH:21][CH:20]=[CH:19][CH:18]=2)[C:2]1=[O:1].[F:26][C:25]([F:28])([F:27])[C:23]([O-:29])=[O:24]. The catalyst class is: 2. (5) Reactant: [CH2:1]([O:3][C:4](=[O:25])[CH2:5][C:6]1[N:7]([CH2:16][C:17]2[CH:22]=[CH:21][C:20]([O:23][CH3:24])=[CH:19][CH:18]=2)[CH:8]=[CH:9][C:10]=1[C:11]([O:13][CH2:14][CH3:15])=[O:12])[CH3:2].[H-].[Na+].[CH:28](OCC)=[O:29]. Product: [CH2:1]([O:3][C:4]([C:5]([C:6]1[N:7]([CH2:16][C:17]2[CH:22]=[CH:21][C:20]([O:23][CH3:24])=[CH:19][CH:18]=2)[CH:8]=[CH:9][C:10]=1[C:11]([O:13][CH2:14][CH3:15])=[O:12])=[CH:28][OH:29])=[O:25])[CH3:2]. The catalyst class is: 7. (6) Product: [F:18][C:19]1[CH:20]=[CH:21][C:22]([N:25]2[C:33]3[C:28](=[CH:29][C:30]([NH:34][CH2:5][C@@H:3]([NH:4][S:6]([C:9]4[CH:14]=[CH:13][CH:12]=[CH:11][C:10]=4[N+:15]([O-:17])=[O:16])(=[O:8])=[O:7])[CH2:1][CH3:2])=[CH:31][CH:32]=3)[CH:27]=[N:26]2)=[CH:23][CH:24]=1. Reactant: [CH2:1]([CH:3]1[CH2:5][N@@:4]1[S:6]([C:9]1[CH:14]=[CH:13][CH:12]=[CH:11][C:10]=1[N+:15]([O-:17])=[O:16])(=[O:8])=[O:7])[CH3:2].[F:18][C:19]1[CH:24]=[CH:23][C:22]([N:25]2[C:33]3[C:28](=[CH:29][C:30]([NH2:34])=[CH:31][CH:32]=3)[CH:27]=[N:26]2)=[CH:21][CH:20]=1.C(O)[C@H]1O[C@@H]2O[C@H]3[C@H](O)[C@@H](O)[C@@H](O[C@H]4[C@H](O)[C@@H](O)[C@@H](O[C@H]5[C@H](O)[C@@H](O)[C@@H](O[C@H]6[C@H](O)[C@@H](O)[C@@H](O[C@H]7[C@H](O)[C@@H](O)[C@@H](O[C@H]8[C@H](O)[C@@H](O)[C@@H](O[C@H]1[C@H](O)[C@H]2O)O[C@@H]8CO)O[C@@H]7CO)O[C@@H]6CO)O[C@@H]5CO)O[C@@H]4CO)O[C@@H]3CO.O. The catalyst class is: 5. (7) Reactant: [Cl:1][C:2]1[N:7]=[C:6](S(C)(=O)=O)[N:5]=[C:4]([N:12]2[CH2:17][CH2:16][O:15][CH2:14][CH2:13]2)[CH:3]=1.[NH2:18][C@H:19]([CH3:22])[CH2:20][OH:21].CCN(C(C)C)C(C)C. The catalyst class is: 3. Product: [Cl:1][C:2]1[CH:3]=[C:4]([N:12]2[CH2:17][CH2:16][O:15][CH2:14][CH2:13]2)[N:5]=[C:6]([NH:18][C@H:19]([CH3:22])[CH2:20][OH:21])[N:7]=1. (8) Reactant: [CH3:1][C:2]1[CH:3]=[C:4]([CH:9]=[C:10]([CH3:13])[C:11]=1[OH:12])[C:5]([O:7][CH3:8])=[O:6].[C:14](OC(=O)C)(=[O:16])[CH3:15]. Product: [C:14]([O:12][C:11]1[C:10]([CH3:13])=[CH:9][C:4]([C:5]([O:7][CH3:8])=[O:6])=[CH:3][C:2]=1[CH3:1])(=[O:16])[CH3:15]. The catalyst class is: 17.